This data is from Forward reaction prediction with 1.9M reactions from USPTO patents (1976-2016). The task is: Predict the product of the given reaction. Given the reactants Cl.[CH3:2][S:3]([C:6]1[CH:11]=[CH:10][C:9]([NH:12]N)=[CH:8][CH:7]=1)(=[O:5])=[O:4].[N:14]12[CH2:22][CH2:21][CH:18]([CH2:19][CH2:20]1)[C:17](=O)[CH2:16][CH2:15]2.Cl.O1CCOCC1, predict the reaction product. The product is: [CH3:2][S:3]([C:6]1[CH:11]=[CH:10][C:9]2[NH:12][C:17]3[CH:18]4[CH2:21][CH2:22][N:14]([CH2:15][C:16]=3[C:8]=2[CH:7]=1)[CH2:20][CH2:19]4)(=[O:5])=[O:4].